Dataset: Full USPTO retrosynthesis dataset with 1.9M reactions from patents (1976-2016). Task: Predict the reactants needed to synthesize the given product. (1) Given the product [CH:1]([O:4][C:5]([N:7]1[CH2:12][CH2:11][CH:10]([C@H:13]([CH3:24])[CH2:14][CH2:15][O:16][C:17]2[CH:18]=[N:19][C:20]([N:34]3[CH2:35][C@H:36]([N:37]4[CH2:42][CH2:41][CH2:40][CH2:39][C:38]4=[O:43])[C@@H:32]([NH:31][C:30]([O:29][C:25]([CH3:28])([CH3:27])[CH3:26])=[O:44])[CH2:33]3)=[N:21][CH:22]=2)[CH2:9][CH2:8]1)=[O:6])([CH3:3])[CH3:2], predict the reactants needed to synthesize it. The reactants are: [CH:1]([O:4][C:5]([N:7]1[CH2:12][CH2:11][CH:10]([C@H:13]([CH3:24])[CH2:14][CH2:15][O:16][C:17]2[CH:18]=[N:19][C:20](Cl)=[N:21][CH:22]=2)[CH2:9][CH2:8]1)=[O:6])([CH3:3])[CH3:2].[C:25]([O:29][C:30](=[O:44])[NH:31][C@@H:32]1[C@@H:36]([N:37]2[CH2:42][CH2:41][CH2:40][CH2:39][C:38]2=[O:43])[CH2:35][NH:34][CH2:33]1)([CH3:28])([CH3:27])[CH3:26].C1CCN2C(=NCCC2)CC1. (2) The reactants are: [CH3:1][C:2]1[CH:3]=[C:4]([CH:6]=[C:7](B2OC(C)(C)C(C)(C)O2)[CH:8]=1)[NH2:5].Br[C:19]1[S:23][CH:22]=[N:21][CH:20]=1.C(=O)([O-])[O-].[Na+].[Na+].N#N. Given the product [CH3:1][C:2]1[CH:3]=[C:4]([CH:6]=[C:7]([C:19]2[S:23][CH:22]=[N:21][CH:20]=2)[CH:8]=1)[NH2:5], predict the reactants needed to synthesize it. (3) Given the product [CH:1]1([NH:4][C:5](=[O:31])[C:6]2[CH:11]=[CH:10][C:9]([CH3:12])=[C:8]([N:13]3[C:22](=[O:23])[C:21]4[C:16](=[CH:17][CH:18]=[C:19]([CH:24]5[CH2:25][CH2:26][N:27]([CH3:30])[CH2:28][CH2:29]5)[CH:20]=4)[N:15]=[CH:14]3)[CH:7]=2)[CH2:2][CH2:3]1, predict the reactants needed to synthesize it. The reactants are: [CH:1]1([NH:4][C:5](=[O:31])[C:6]2[CH:11]=[CH:10][C:9]([CH3:12])=[C:8]([N:13]3[C:22](=[O:23])[C:21]4[C:16](=[CH:17][CH:18]=[C:19]([C:24]5[CH2:25][CH2:26][N:27]([CH3:30])[CH2:28][CH:29]=5)[CH:20]=4)[N:15]=[CH:14]3)[CH:7]=2)[CH2:3][CH2:2]1.C(O)(=O)C. (4) Given the product [CH3:12][O:11][C:5]1[C:4]([O:13][CH3:14])=[C:3]([O:2][CH3:1])[CH:10]=[CH:9][C:6]=1[OH:15], predict the reactants needed to synthesize it. The reactants are: [CH3:1][O:2][C:3]1[CH:10]=[CH:9][C:6](C=O)=[C:5]([O:11][CH3:12])[C:4]=1[O:13][CH3:14].[OH:15]S(O)(=O)=O.OO.CCOC(C)=O. (5) Given the product [Br:12][C:13]1[CH:18]=[CH:17][C:16]([NH:19][C:20]([N:6]2[CH:7]3[CH2:10][CH2:11][N:3]([CH2:9][CH2:8]3)[CH2:4][CH2:5]2)=[O:21])=[CH:15][CH:14]=1, predict the reactants needed to synthesize it. The reactants are: N#N.[N:3]12[CH2:11][CH2:10][CH:7]([CH2:8][CH2:9]1)[NH:6][CH2:5][CH2:4]2.[Br:12][C:13]1[CH:18]=[CH:17][C:16]([N:19]=[C:20]=[O:21])=[CH:15][CH:14]=1.Cl. (6) Given the product [CH2:43]([N:47]1[N:51]=[C:50]([CH3:52])[S:49]/[C:48]/1=[CH:53]\[C:12]([C:4]1[N:3]=[CH:2][S:1][CH:5]=1)=[O:16])[CH2:44][CH2:45][CH3:46], predict the reactants needed to synthesize it. The reactants are: [S:1]1[CH:5]=[CH:4][N:3]=[C:2]1C(O)=O.CN([C:12]([O:16]N1N=NC2C=CC=NC1=2)=[N+](C)C)C.F[P-](F)(F)(F)(F)F.CCN(C(C)C)C(C)C.[I-].[CH2:43]([N+:47]1[N:51]=[C:50]([CH3:52])[S:49][C:48]=1[CH3:53])[CH2:44][CH2:45][CH3:46].